From a dataset of Peptide-MHC class I binding affinity with 185,985 pairs from IEDB/IMGT. Regression. Given a peptide amino acid sequence and an MHC pseudo amino acid sequence, predict their binding affinity value. This is MHC class I binding data. (1) The peptide sequence is RQQLEDIFM. The MHC is HLA-A02:02 with pseudo-sequence HLA-A02:02. The binding affinity (normalized) is 0.200. (2) The peptide sequence is RKAKIIRDY. The MHC is HLA-B18:01 with pseudo-sequence HLA-B18:01. The binding affinity (normalized) is 0. (3) The peptide sequence is LIISTDQDT. The MHC is HLA-A68:02 with pseudo-sequence HLA-A68:02. The binding affinity (normalized) is 0. (4) The peptide sequence is LSCTKNNSHH. The MHC is HLA-A31:01 with pseudo-sequence HLA-A31:01. The binding affinity (normalized) is 0. (5) The peptide sequence is SVPAAIMMI. The MHC is Mamu-B17 with pseudo-sequence Mamu-B17. The binding affinity (normalized) is 0. (6) The peptide sequence is GTTTTTTTTTT. The MHC is Mamu-A02 with pseudo-sequence Mamu-A02. The binding affinity (normalized) is 0.191.